The task is: Predict which catalyst facilitates the given reaction.. This data is from Catalyst prediction with 721,799 reactions and 888 catalyst types from USPTO. (1) Reactant: [CH2:1]([Br:11])/[CH:2]=[C:3](/[CH2:5][CH2:6][CH:7]=[C:8]([CH3:10])[CH3:9])\[CH3:4].[C:12]1([P:18]([C:25]2[CH:30]=[CH:29][CH:28]=[CH:27][CH:26]=2)[C:19]2[CH:24]=[CH:23][CH:22]=[CH:21][CH:20]=2)[CH:17]=[CH:16][CH:15]=[CH:14][CH:13]=1. Product: [PH4+:18].[Br-:11].[CH3:4][C:3]([CH2:5][CH2:6][CH:7]=[C:8]([CH3:10])[CH3:9])=[CH:2][CH2:1][P+:18]([C:19]1[CH:20]=[CH:21][CH:22]=[CH:23][CH:24]=1)([C:25]1[CH:30]=[CH:29][CH:28]=[CH:27][CH:26]=1)[C:12]1[CH:13]=[CH:14][CH:15]=[CH:16][CH:17]=1. The catalyst class is: 25. (2) Reactant: [CH3:1][N:2]([S:15]([C:18]1[S:19][CH:20]=[CH:21][CH:22]=1)(=[O:17])=[O:16])[C:3]1[CH:4]=[CH:5][CH:6]=[C:7]2[C:11]=1[NH:10][C:9]([C:12]([OH:14])=O)=[CH:8]2.[CH2:23]([S:30][C:31]1([CH2:37][NH2:38])[CH2:36][CH2:35][O:34][CH2:33][CH2:32]1)[C:24]1[CH:29]=[CH:28][CH:27]=[CH:26][CH:25]=1.N1(O)C2C=CC=CC=2N=N1.Cl.CN(C)CCCN=C=NCC.C(=O)([O-])O.[Na+]. Product: [CH2:23]([S:30][C:31]1([CH2:37][NH:38][C:12]([C:9]2[NH:10][C:11]3[C:7]([CH:8]=2)=[CH:6][CH:5]=[CH:4][C:3]=3[N:2]([CH3:1])[S:15]([C:18]2[S:19][CH:20]=[CH:21][CH:22]=2)(=[O:16])=[O:17])=[O:14])[CH2:36][CH2:35][O:34][CH2:33][CH2:32]1)[C:24]1[CH:25]=[CH:26][CH:27]=[CH:28][CH:29]=1. The catalyst class is: 783. (3) Reactant: [OH:1][CH2:2][C:3]1[CH:8]=[CH:7][CH:6]=[CH:5][N:4]=1.[CH3:9][O:10][C:11]([C:13]1[CH:14]=[CH:15][C:16](O)=[CH:17][CH:18]=1)=[O:12].C1(P(C2C=CC=CC=2)C2C=CC=CC=2)C=CC=CC=1.N(C(OC(C)C)=O)=NC(OC(C)C)=O. Product: [CH3:9][O:10][C:11](=[O:12])[C:13]1[CH:14]=[CH:15][C:16]([O:1][CH2:2][C:3]2[CH:8]=[CH:7][CH:6]=[CH:5][N:4]=2)=[CH:17][CH:18]=1. The catalyst class is: 90. (4) Reactant: [Br:1][C:2]1[CH:3]=[CH:4][C:5]([NH:8][C:9](=[O:15])[C:10]([CH3:14])([CH3:13])[CH2:11]Cl)=[N:6][CH:7]=1.[H-].[Na+]. Product: [Br:1][C:2]1[CH:3]=[CH:4][C:5]([N:8]2[CH2:11][C:10]([CH3:14])([CH3:13])[C:9]2=[O:15])=[N:6][CH:7]=1. The catalyst class is: 3. (5) Reactant: P(Cl)(Cl)([Cl:3])=O.[Cl:6][C:7]1[CH:16]=[CH:15][C:14]2[N+:13]([O-])=[CH:12][CH:11]=[CH:10][C:9]=2[C:8]=1[C:18]([NH:20][CH2:21][CH2:22][C:23]1[CH:28]=[CH:27][CH:26]=[CH:25][C:24]=1[Cl:29])=[O:19]. The catalyst class is: 4. Product: [Cl:3][C:12]1[CH:11]=[CH:10][C:9]2[C:8]([C:18]([NH:20][CH2:21][CH2:22][C:23]3[CH:28]=[CH:27][CH:26]=[CH:25][C:24]=3[Cl:29])=[O:19])=[C:7]([Cl:6])[CH:16]=[CH:15][C:14]=2[N:13]=1. (6) Reactant: [CH3:1][O:2][C:3]([C:5]1[CH:13]=[C:12]2[C:8]([C:9]([CH:37]3[CH2:42][CH2:41][CH2:40][CH2:39][CH2:38]3)=[C:10]([C:23]3[CH:28]=[CH:27][C:26]([N+:29]([O-])=O)=[C:25]([CH:32](OC)OC)[CH:24]=3)[N:11]2CC(N2CCOCC2)=O)=[CH:7][CH:6]=1)=[O:4].COC(C1C=C2C(C(C3CCCCC3)=C(Br)N2)=CC=1)=O.[CH3:63][C:64]1[S:65][C:66]([C:70]2[CH:79]=CC3C(=CC=C(B(O)O)C=3)N=2)=[C:67]([CH3:69])[N:68]=1.C(=O)(O)[O-].[Na+]. Product: [CH3:1][O:2][C:3]([C:5]1[CH:13]=[C:12]2[C:8]([C:9]([CH:37]3[CH2:42][CH2:41][CH2:40][CH2:39][CH2:38]3)=[C:10]([C:23]3[CH:24]=[C:25]4[C:26](=[CH:27][CH:28]=3)[N:29]=[C:70]([C:66]3[S:65][C:64]([CH3:63])=[N:68][C:67]=3[CH3:69])[CH:79]=[CH:32]4)[NH:11]2)=[CH:7][CH:6]=1)=[O:4]. The catalyst class is: 5. (7) Reactant: [N:1]1[NH:2][N:3]=[N:4][C:5]=1[CH2:6][NH:7][C:8]([C@@H:10]1[CH2:18][C:17]2[C:12](=[CH:13][CH:14]=[CH:15][CH:16]=2)[N:11]1[C:19](=[O:50])[C@@H:20]([NH:32][C:33](=[O:49])[C@@H:34]([NH:39][C:40](=[O:48])[CH2:41][C:42]1[CH:47]=[CH:46][CH:45]=[CH:44][CH:43]=1)[C@@H:35]([CH3:38])[CH2:36][CH3:37])[CH2:21][CH2:22][CH2:23][CH2:24][NH:25]C(OCC=C)=C)=[O:9].C([SiH](CC)CC)C. Product: [NH2:25][CH2:24][CH2:23][CH2:22][CH2:21][C@H:20]([NH:32][C:33](=[O:49])[C@@H:34]([NH:39][C:40](=[O:48])[CH2:41][C:42]1[CH:47]=[CH:46][CH:45]=[CH:44][CH:43]=1)[C@@H:35]([CH3:38])[CH2:36][CH3:37])[C:19]([N:11]1[C:12]2[C:17](=[CH:16][CH:15]=[CH:14][CH:13]=2)[CH2:18][C@H:10]1[C:8]([NH:7][CH2:6][C:5]1[N:1]=[N:2][NH:3][N:4]=1)=[O:9])=[O:50]. The catalyst class is: 43. (8) Product: [C:24]1(=[O:23])[C:3]2[C:4]3[CH:9]=[CH:8][CH:7]=[CH:6][C:5]=3[S:1][C:2]=2[CH:10]=[CH:11][NH:30]1. The catalyst class is: 81. Reactant: [S:1]1[C:5]2[CH:6]=[CH:7][CH:8]=[CH:9][C:4]=2[CH:3]=[C:2]1/[CH:10]=[CH:11]/C(N=[N+]=[N-])=O.C1([O:23][C:24]2C=CC=CC=2)C=CC=CC=1.[N:30](CCCC)(CCCC)CCCC. (9) Reactant: [NH:1]1[CH2:4][CH:3]([OH:5])[CH2:2]1.Br[C:7]1[CH:12]=[CH:11][CH:10]=[CH:9][CH:8]=1.C(P(C(C)(C)C)C1C=CC=CC=1C1C=CC=CC=1)(C)(C)C.CC([O-])(C)C.[Na+]. Product: [C:7]1([N:1]2[CH2:4][CH:3]([OH:5])[CH2:2]2)[CH:12]=[CH:11][CH:10]=[CH:9][CH:8]=1. The catalyst class is: 222.